This data is from Experimentally validated miRNA-target interactions with 360,000+ pairs, plus equal number of negative samples. The task is: Binary Classification. Given a miRNA mature sequence and a target amino acid sequence, predict their likelihood of interaction. (1) The miRNA is mmu-miR-384-3p with sequence AUUCCUAGAAAUUGUUCACAAU. The protein sequence of the target gene is MVLSVPVIALGATLGTATSILALCGVTCLCRHMHPKKGLLPRDREPDPEKARPGVLQAAQQFNIKKSTEPVQPRPLLKFPDIYGPRPAVTAPEVINYADYTLETTEESAAPASPQAQSDSRLKRQVTEELSIRPQNGVVEDVCVMETWNPEKAASWNQAPKLHFRLDYDQKKAELFVTSLEAVTSDHEGGCDCYIQGSVAVKTGSVEAQTALKKRQLHTTWEEGLALPLGEEELPTATLTLTLRTCDRFSRHSVIGELRLGLDGASVPLGAAQWGELKTTAKEPSAGAGEVLLSISYLPA.... Result: 1 (interaction). (2) The miRNA is hsa-miR-125a-5p with sequence UCCCUGAGACCCUUUAACCUGUGA. The protein sequence of the target gene is MSFICGLQSAARNHVFFRFNSLSNWRKCNTLASTSRGCHQVQVNHIVNKYQGLGVNQCDRWSFLPGNFHFYSTFNNKRTGGLSSTKSKEIWRITSKCTVWNDAFSRQLLIKEVTAVPSLSVLHPLSPASIRAIRNFHTSPRFQAAPVPLLLMILKPVQKLFAIIVGRGIRKWWQALPPNKKEVVKENIRKNKWKLFLGLSSFGLLFVVFYFTHLEVSPITGRSKLLLLGKEQFRLLSELEYEAWMEEFKNDMLTEKDARYLAVKEVLCHLIECNKDVPGISQINWVIHVVDSPIINAFVL.... Result: 1 (interaction).